From a dataset of Reaction yield outcomes from USPTO patents with 853,638 reactions. Predict the reaction yield, written as a fraction of the theoretical maximum amount of product (1.0 means a 100% yield; for example, 0.34 means a 34% yield). (1) The catalyst is CN(C=O)C.C(Cl)Cl. The yield is 0.430. The reactants are [NH2:1][CH2:2][C:3]1[C:4]([NH:19][C@H:20]([C:22]2[CH:27]=[CH:26][C:25]([F:28])=[CH:24][CH:23]=2)[CH3:21])=[N:5][C:6]([NH:10][C:11]2[CH:15]=[C:14]([CH:16]3[CH2:18][CH2:17]3)[NH:13][N:12]=2)=[C:7]([F:9])[CH:8]=1.CN(C(ON1N=NC2C=CC=CC1=2)=[N+](C)C)C.F[P-](F)(F)(F)(F)F.[O:53]=[C:54]1[NH:58][C@@H:57]([C:59](O)=[O:60])[CH2:56][CH2:55]1.CCN(C(C)C)C(C)C. The product is [CH:16]1([C:14]2[NH:13][N:12]=[C:11]([NH:10][C:6]3[N:5]=[C:4]([NH:19][C@H:20]([C:22]4[CH:23]=[CH:24][C:25]([F:28])=[CH:26][CH:27]=4)[CH3:21])[C:3]([CH2:2][NH:1][C:59]([C@H:57]4[CH2:56][CH2:55][C:54](=[O:53])[NH:58]4)=[O:60])=[CH:8][C:7]=3[F:9])[CH:15]=2)[CH2:18][CH2:17]1. (2) The reactants are Br[C:2]1[CH:11]=[CH:10][CH:9]=[C:8]2[C:3]=1[CH2:4][N:5]([CH3:21])[C:6](=[O:20])[N:7]2[CH2:12][C:13]1[CH:18]=[CH:17][CH:16]=[C:15]([F:19])[CH:14]=1.[C:22]([N:29]1[CH2:34][CH2:33][NH:32][CH2:31][CH2:30]1)([O:24][C:25]([CH3:28])([CH3:27])[CH3:26])=[O:23].C1C=CC(P(C2C(C3C(P(C4C=CC=CC=4)C4C=CC=CC=4)=CC=C4C=3C=CC=C4)=C3C(C=CC=C3)=CC=2)C2C=CC=CC=2)=CC=1.CC([O-])(C)C.[Na+]. The catalyst is C1(C)C=CC=CC=1.C1C=CC(/C=C/C(/C=C/C2C=CC=CC=2)=O)=CC=1.C1C=CC(/C=C/C(/C=C/C2C=CC=CC=2)=O)=CC=1.C1C=CC(/C=C/C(/C=C/C2C=CC=CC=2)=O)=CC=1.[Pd].[Pd]. The product is [C:25]([O:24][C:22]([N:29]1[CH2:34][CH2:33][N:32]([C:2]2[CH:11]=[CH:10][CH:9]=[C:8]3[C:3]=2[CH2:4][N:5]([CH3:21])[C:6](=[O:20])[N:7]3[CH2:12][C:13]2[CH:18]=[CH:17][CH:16]=[C:15]([F:19])[CH:14]=2)[CH2:31][CH2:30]1)=[O:23])([CH3:28])([CH3:26])[CH3:27]. The yield is 0.350. (3) The reactants are [CH:1]1([CH2:7][N:8]([CH2:29][C:30]2[CH:35]=[CH:34][C:33]([F:36])=[CH:32][C:31]=2[F:37])[C:9](=[O:28])[CH2:10][O:11][C:12]2[CH:17]=[CH:16][C:15]([CH2:18][C@H:19]([O:25][CH2:26][CH3:27])[C:20]([O:22]CC)=[O:21])=[CH:14][CH:13]=2)[CH2:6][CH2:5][CH2:4][CH2:3][CH2:2]1.[Li+].[OH-].Cl. The catalyst is C(#N)C. The product is [CH:1]1([CH2:7][N:8]([CH2:29][C:30]2[CH:35]=[CH:34][C:33]([F:36])=[CH:32][C:31]=2[F:37])[C:9](=[O:28])[CH2:10][O:11][C:12]2[CH:13]=[CH:14][C:15]([CH2:18][C@H:19]([O:25][CH2:26][CH3:27])[C:20]([OH:22])=[O:21])=[CH:16][CH:17]=2)[CH2:6][CH2:5][CH2:4][CH2:3][CH2:2]1. The yield is 0.890. (4) The catalyst is C(COC)OC. The product is [CH3:11][O:12][C:13]1[CH:18]=[CH:17][C:16]([CH2:19][N:20]([CH3:21])[C:2]2[CH:7]=[C:6]([N+:8]([O-:10])=[O:9])[CH:5]=[CH:4][N:3]=2)=[CH:15][CH:14]=1. The reactants are Cl[C:2]1[CH:7]=[C:6]([N+:8]([O-:10])=[O:9])[CH:5]=[CH:4][N:3]=1.[CH3:11][O:12][C:13]1[CH:18]=[CH:17][C:16]([CH2:19][NH:20][CH3:21])=[CH:15][CH:14]=1. The yield is 0.380. (5) The reactants are [Si]([O:8][CH2:9][C:10]1([CH3:35])[S:16][CH2:15][CH2:14][N:13]2[C:17]([C:20]3([C:23]4[CH:28]=[CH:27][C:26]([C:29]5[CH:34]=[CH:33][N:32]=[CH:31][CH:30]=5)=[CH:25][CH:24]=4)[CH2:22][CH2:21]3)=[N:18][N:19]=[C:12]2[CH2:11]1)(C(C)(C)C)(C)C.Cl. The catalyst is CO. The product is [CH3:35][C:10]1([CH2:9][OH:8])[S:16][CH2:15][CH2:14][N:13]2[C:17]([C:20]3([C:23]4[CH:28]=[CH:27][C:26]([C:29]5[CH:30]=[CH:31][N:32]=[CH:33][CH:34]=5)=[CH:25][CH:24]=4)[CH2:22][CH2:21]3)=[N:18][N:19]=[C:12]2[CH2:11]1. The yield is 0.850. (6) The reactants are [NH2:1][C:2]1[CH:7]=[CH:6][C:5]([C:8]2[N:13]=[C:12]([N:14]3[CH:19]([CH3:20])[CH2:18][O:17][CH2:16][CH:15]3[CH3:21])[N:11]=[C:10]([C:22]3[CH:27]=[CH:26][C:25]([NH:28][C:29]([NH:31][CH3:32])=[O:30])=[CH:24][CH:23]=3)[N:9]=2)=[CH:4][CH:3]=1.[N:33]1[CH:38]=[CH:37][CH:36]=[C:35]([NH:39][C:40](=O)[O:41]C2C=CC=CC=2)[CH:34]=1. No catalyst specified. The product is [CH3:21][CH:15]1[CH2:16][O:17][CH2:18][CH:19]([CH3:20])[N:14]1[C:12]1[N:11]=[C:10]([C:22]2[CH:27]=[CH:26][C:25]([NH:28][C:29](=[O:30])[NH:31][CH3:32])=[CH:24][CH:23]=2)[N:9]=[C:8]([C:5]2[CH:4]=[CH:3][C:2]([NH:1][C:40]([NH:39][C:35]3[CH:34]=[N:33][CH:38]=[CH:37][CH:36]=3)=[O:41])=[CH:7][CH:6]=2)[N:13]=1. The yield is 0.0600. (7) The reactants are [Cl-].[Al+3].[Cl-].[Cl-].[C:5](Cl)(=[O:7])[CH3:6].[C:9]1([S:15]([O:18][C:19]2[CH:27]=[CH:26][C:22]3[S:23][CH:24]=[CH:25][C:21]=3[CH:20]=2)(=[O:17])=[O:16])[CH:14]=[CH:13][CH:12]=[CH:11][CH:10]=1. The catalyst is ClCCl. The product is [C:5]([C:25]1[C:21]2[CH:20]=[C:19]([O:18][S:15]([C:9]3[CH:14]=[CH:13][CH:12]=[CH:11][CH:10]=3)(=[O:16])=[O:17])[CH:27]=[CH:26][C:22]=2[S:23][CH:24]=1)(=[O:7])[CH3:6]. The yield is 0.844.